Task: Predict the product of the given reaction.. Dataset: Forward reaction prediction with 1.9M reactions from USPTO patents (1976-2016) (1) Given the reactants [CH3:1][O:2][C:3]1[C:4]([CH2:15][CH2:16][N:17]2[CH2:22][CH2:21][CH:20]([N:23]3[C:31]4[C:26](=[CH:27][CH:28]=[C:29]([C:32]([NH2:34])=[O:33])[CH:30]=4)[CH:25]=[CH:24]3)[CH2:19][CH2:18]2)=[CH:5][C:6]2[C:12](=O)[CH2:11][CH2:10][CH2:9][O:8][C:7]=2[CH:14]=1.Cl.[O:36]([NH2:38])[CH3:37].C([O-])(=O)C.[Na+].[OH-].[Na+].C(=O)(O)[O-].[Na+], predict the reaction product. The product is: [CH3:1][O:2][C:3]1[C:4]([CH2:15][CH2:16][N:17]2[CH2:22][CH2:21][CH:20]([N:23]3[C:31]4[C:26](=[CH:27][CH:28]=[C:29]([C:32]([NH2:34])=[O:33])[CH:30]=4)[CH:25]=[CH:24]3)[CH2:19][CH2:18]2)=[CH:5][C:6]2[C:12](=[N:38][O:36][CH3:37])[CH2:11][CH2:10][CH2:9][O:8][C:7]=2[CH:14]=1. (2) Given the reactants [C:1]1(B(O)O)[CH:6]=[CH:5][CH:4]=[CH:3][CH:2]=1.Cl[C:11]1[C:20]2[C:15](=[C:16]([F:22])[CH:17]=[CH:18][C:19]=2[F:21])[C:14]([NH:23][C:24]2[CH:29]=[CH:28][C:27]([O:30][C:31]3[C:36]([C:37]4[CH:42]=[CH:41][N:40]=[C:39]([NH:43][CH3:44])[N:38]=4)=[CH:35][CH:34]=[CH:33][N:32]=3)=[CH:26][CH:25]=2)=[N:13][N:12]=1.O1CCOCC1.C(=O)([O-])[O-].[Na+].[Na+], predict the reaction product. The product is: [F:21][C:19]1[CH:18]=[CH:17][C:16]([F:22])=[C:15]2[C:20]=1[C:11]([C:1]1[CH:6]=[CH:5][CH:4]=[CH:3][CH:2]=1)=[N:12][N:13]=[C:14]2[NH:23][C:24]1[CH:25]=[CH:26][C:27]([O:30][C:31]2[C:36]([C:37]3[CH:42]=[CH:41][N:40]=[C:39]([NH:43][CH3:44])[N:38]=3)=[CH:35][CH:34]=[CH:33][N:32]=2)=[CH:28][CH:29]=1. (3) Given the reactants C(OC(=O)[NH:5][C:6]1[N:15]([CH2:16][C:17]2[CH:22]=[CH:21][C:20]([O:23][CH2:24][C:25]3[CH:30]=[CH:29][C:28]([C:31]([F:37])([F:36])[C:32]([F:35])([F:34])[F:33])=[CH:27][CH:26]=3)=[C:19]([O:38][CH3:39])[CH:18]=2)[C:9]2=[N:10][CH:11]=[C:12](I)[CH:13]=[C:8]2[N:7]=1)C.[CH3:41][N:42]1[CH:46]=[C:45](B2OC(C)(C)C(C)(C)O2)[CH:44]=[N:43]1, predict the reaction product. The product is: [CH3:39][O:38][C:19]1[CH:18]=[C:17]([CH:22]=[CH:21][C:20]=1[O:23][CH2:24][C:25]1[CH:26]=[CH:27][C:28]([C:31]([F:37])([F:36])[C:32]([F:34])([F:35])[F:33])=[CH:29][CH:30]=1)[CH2:16][N:15]1[C:9]2=[N:10][CH:11]=[C:12]([C:45]3[CH:44]=[N:43][N:42]([CH3:41])[CH:46]=3)[CH:13]=[C:8]2[N:7]=[C:6]1[NH2:5].